Dataset: Catalyst prediction with 721,799 reactions and 888 catalyst types from USPTO. Task: Predict which catalyst facilitates the given reaction. (1) Reactant: [H-].[Na+].[Si:3]([O:10][CH:11]1[CH2:14][N:13]([CH2:15][C@H:16]([OH:27])[C:17]([NH:19][C:20]2[CH:25]=[N:24][C:23]([CH3:26])=[CH:22][N:21]=2)=[O:18])[CH2:12]1)([C:6]([CH3:9])([CH3:8])[CH3:7])([CH3:5])[CH3:4].Cl[C:29]1[N:34]=[CH:33][N:32]=[C:31]2[N:35]([C:38]3[CH:43]=[CH:42][CH:41]=[CH:40][C:39]=3[Cl:44])[N:36]=[CH:37][C:30]=12.C(O)(=O)CC(CC(O)=O)(C(O)=O)O. Product: [Si:3]([O:10][CH:11]1[CH2:12][N:13]([CH2:15][C@H:16]([O:27][C:29]2[N:34]=[CH:33][N:32]=[C:31]3[N:35]([C:38]4[CH:43]=[CH:42][CH:41]=[CH:40][C:39]=4[Cl:44])[N:36]=[CH:37][C:30]=23)[C:17]([NH:19][C:20]2[CH:25]=[N:24][C:23]([CH3:26])=[CH:22][N:21]=2)=[O:18])[CH2:14]1)([C:6]([CH3:9])([CH3:8])[CH3:7])([CH3:4])[CH3:5]. The catalyst class is: 253. (2) Reactant: [C:1]([O:5][C:6]([NH:8][C@@H:9]([CH2:15]I)[CH2:10][C:11]([O:13][CH3:14])=[O:12])=[O:7])([CH3:4])([CH3:3])[CH3:2].I[C:18]1[CH:19]=[C:20]([CH:22]=[CH:23][C:24]=1[O:25][CH3:26])[NH2:21].C1(C)C=CC=CC=1P(C1C=CC=CC=1C)C1C=CC=CC=1C. Product: [NH2:21][C:20]1[CH:19]=[CH:18][C:24]([O:25][CH3:26])=[C:23]([CH2:15][C@H:9]([NH:8][C:6]([O:5][C:1]([CH3:4])([CH3:3])[CH3:2])=[O:7])[CH2:10][C:11]([O:13][CH3:14])=[O:12])[CH:22]=1. The catalyst class is: 401. (3) Reactant: [Br:1][C:2]1[CH:10]=[CH:9][CH:8]=[C:7]2[C:3]=1[CH:4]=[CH:5][NH:6]2.[H-].[Na+].CI.[C:15](OCC)(=O)C. Product: [Br:1][C:2]1[CH:10]=[CH:9][CH:8]=[C:7]2[C:3]=1[CH:4]=[CH:5][N:6]2[CH3:15]. The catalyst class is: 3. (4) Reactant: [CH2:1]([NH:4][C:5]([N:7]([CH2:16][C:17]1[CH:22]=[CH:21][CH:20]=[CH:19][CH:18]=1)[NH:8]C(OC(C)(C)C)=O)=[O:6])[CH2:2][CH3:3].[CH3:23][S:24]([OH:27])(=[O:26])=[O:25]. Product: [CH3:23][S:24]([OH:27])(=[O:26])=[O:25].[CH2:1]([NH:4][C:5]([N:7]([CH2:16][C:17]1[CH:18]=[CH:19][CH:20]=[CH:21][CH:22]=1)[NH2:8])=[O:6])[CH2:2][CH3:3]. The catalyst class is: 4. (5) Reactant: [OH:1][C:2]1[CH:9]=[CH:8][C:5]([CH2:6][OH:7])=[CH:4][CH:3]=1.[C:10](OC=C)(=[O:12])[CH3:11].C(OCC)(=O)C.CCCCCCC. Product: [C:10]([O:7][CH2:6][C:5]1[CH:8]=[CH:9][C:2]([OH:1])=[CH:3][CH:4]=1)(=[O:12])[CH3:11]. The catalyst class is: 10. (6) Reactant: [N+:1]([C:4]1[CH:21]=[CH:20][C:7]([O:8][C:9]2[C:18]3[C:13](=[CH:14][C:15]([OH:19])=[CH:16][CH:17]=3)[N:12]=[CH:11][CH:10]=2)=[CH:6][CH:5]=1)([O-:3])=[O:2].[OH-].[Na+].[CH3:24][C:25]1([O:28][CH2:27]1)[CH3:26]. Product: [CH3:24][C:25]([OH:28])([CH3:27])[CH2:26][O:19][C:15]1[CH:14]=[C:13]2[C:18]([C:9]([O:8][C:7]3[CH:20]=[CH:21][C:4]([N+:1]([O-:3])=[O:2])=[CH:5][CH:6]=3)=[CH:10][CH:11]=[N:12]2)=[CH:17][CH:16]=1. The catalyst class is: 232. (7) Reactant: Br[C:2]1[CH:3]=[C:4]([OH:19])[C:5]2[CH:6]=[N:7][N:8]([C:11]3[CH:16]=[CH:15][C:14]([OH:17])=[C:13]([F:18])[CH:12]=3)[C:9]=2[CH:10]=1.[CH2:20](C([Sn])=C(CCCC)CCCC)[CH2:21]CC. Product: [CH:20]([C:2]1[CH:3]=[C:4]([OH:19])[C:5]2[CH:6]=[N:7][N:8]([C:11]3[CH:16]=[CH:15][C:14]([OH:17])=[C:13]([F:18])[CH:12]=3)[C:9]=2[CH:10]=1)=[CH2:21]. The catalyst class is: 216. (8) Reactant: Br[C:2]1[S:6][C:5]([C:7]2[CH:12]=[CH:11][N:10]=[C:9]([NH:13][C:14]3[CH:15]=[C:16]([CH:20]([OH:22])[CH3:21])[CH:17]=[CH:18][CH:19]=3)[N:8]=2)=[CH:4][CH:3]=1.[CH3:23][C:24]1[CH:25]=[C:26]([CH:29]=[CH:30][CH:31]=1)[CH:27]=[CH2:28].CC([O-])=O.[Na+]. Product: [C:24]1([CH3:23])[CH:31]=[CH:30][CH:29]=[C:26]([CH:27]=[CH:28][C:2]2[S:6][C:5]([C:7]3[CH:12]=[CH:11][N:10]=[C:9]([NH:13][C:14]4[CH:15]=[C:16]([CH:20]([OH:22])[CH3:21])[CH:17]=[CH:18][CH:19]=4)[N:8]=3)=[CH:4][CH:3]=2)[CH:25]=1. The catalyst class is: 623. (9) Reactant: Cl.[Cl:2][C:3]1[CH:4]=[C:5]([CH2:10][N:11]2[C:15]3[C:16](=[O:20])[CH2:17][CH2:18][CH2:19][C:14]=3[N:13]=[C:12]2[CH:21]([CH3:23])[CH3:22])[CH:6]=[CH:7][C:8]=1[Cl:9].B1(C)OC(C2C=CC=CC=2)(C2C=CC=CC=2)[C@H]2N1CCC2.B.CO. Product: [Cl:2][C:3]1[CH:4]=[C:5]([CH2:10][N:11]2[C:15]3[CH:16]([OH:20])[CH2:17][CH2:18][CH2:19][C:14]=3[N:13]=[C:12]2[CH:21]([CH3:23])[CH3:22])[CH:6]=[CH:7][C:8]=1[Cl:9]. The catalyst class is: 7. (10) Reactant: [F:1][C:2]1[CH:7]=[CH:6][CH:5]=[CH:4][C:3]=1[NH:8][C:9](=[O:15])[C:10]([CH:13]=O)=[CH:11][OH:12]. Product: [F:1][C:2]1[CH:7]=[CH:6][CH:5]=[C:4]2[C:3]=1[NH:8][C:9](=[O:15])[C:10]([CH:11]=[O:12])=[CH:13]2. The catalyst class is: 6.